Dataset: Catalyst prediction with 721,799 reactions and 888 catalyst types from USPTO. Task: Predict which catalyst facilitates the given reaction. (1) Reactant: [CH3:1][O:2][C:3]1[CH:4]=[C:5]([C:13]2[CH:14]=[C:15]3[CH:21]=[CH:20][NH:19][C:16]3=[N:17][CH:18]=2)[CH:6]=[C:7]([O:11][CH3:12])[C:8]=1[O:9][CH3:10].[I:22]N1C(=O)CCC1=O. Product: [I:22][C:21]1[C:15]2[C:16](=[N:17][CH:18]=[C:13]([C:5]3[CH:6]=[C:7]([O:11][CH3:12])[C:8]([O:9][CH3:10])=[C:3]([O:2][CH3:1])[CH:4]=3)[CH:14]=2)[NH:19][CH:20]=1. The catalyst class is: 21. (2) Reactant: [CH3:1][C:2]1[O:6][N:5]=[C:4]([C:7]2[CH:12]=[CH:11][CH:10]=[CH:9][CH:8]=2)[C:3]=1[C:13]([C:15]1[CH2:16][C:17]2[C:22]([C:23]=1[N:24]1CCCC1)=[CH:21][CH:20]=[CH:19][CH:18]=2)=O.Cl.[NH2:30]N.O. Product: [CH3:1][C:2]1[O:6][N:5]=[C:4]([C:7]2[CH:12]=[CH:11][CH:10]=[CH:9][CH:8]=2)[C:3]=1[C:13]1[NH:30][N:24]=[C:23]2[C:22]3[C:17]([CH2:16][C:15]=12)=[CH:18][CH:19]=[CH:20][CH:21]=3. The catalyst class is: 14.